From a dataset of CYP1A2 inhibition data for predicting drug metabolism from PubChem BioAssay. Regression/Classification. Given a drug SMILES string, predict its absorption, distribution, metabolism, or excretion properties. Task type varies by dataset: regression for continuous measurements (e.g., permeability, clearance, half-life) or binary classification for categorical outcomes (e.g., BBB penetration, CYP inhibition). Dataset: cyp1a2_veith. The drug is O=C(CCNS(=O)(=O)c1cccs1)N1CCCCCC1. The result is 0 (non-inhibitor).